This data is from Full USPTO retrosynthesis dataset with 1.9M reactions from patents (1976-2016). The task is: Predict the reactants needed to synthesize the given product. (1) Given the product [P:1]([O:13][CH2:14][C@H:15]1[O:19][C@@H:18]([N:20]2[C:29]3[N:28]=[CH:27][N:26]=[C:24]([NH2:25])[C:23]=3[N:22]=[CH:21]2)[C@H:17]([OH:30])[C@@H:16]1[OH:31])([OH:4])([OH:3])=[O:2].[P:1]([O:13][CH2:14][C@H:15]1[O:19][C@@H:18]([N:20]2[C:29]3[N:28]=[CH:27][N:26]=[C:24]([NH2:25])[C:23]=3[N:22]=[CH:21]2)[C@H:17]([OH:30])[C@@H:16]1[OH:31])([O:4][P:5]([OH:7])([OH:8])=[O:6])(=[O:2])[OH:3].[P:1]([O:13][CH2:14][C@H:15]1[O:19][C@@H:18]([N:20]2[C:29]3[N:28]=[CH:27][N:26]=[C:24]([NH2:25])[C:23]=3[N:22]=[CH:21]2)[C@H:17]([OH:30])[C@@H:16]1[OH:31])([O:4][P:5]([O:8][P:9]([OH:11])([OH:12])=[O:10])([OH:7])=[O:6])(=[O:2])[OH:3], predict the reactants needed to synthesize it. The reactants are: [P:1]([O:13][CH2:14][C@H:15]1[O:19][C@@H:18]([N:20]2[C:29]3[N:28]=[CH:27][N:26]=[C:24]([NH2:25])[C:23]=3[N:22]=[CH:21]2)[C@H:17]([OH:30])[C@@H:16]1[OH:31])([O:4][P:5]([O:8][P:9]([OH:12])([OH:11])=[O:10])([OH:7])=[O:6])(=[O:3])[OH:2].NS.C1N=C(Cl)C2N=CN([C@@H]3O[C@H](COP(O)(O)=O)[C@@H](O)[C@H]3O)C=2N=1. (2) Given the product [C:37]([OH:39])(=[O:38])/[CH:36]=[CH:35]/[C:34]([OH:8])=[O:67].[C:29]([C:33]1[CH:41]=[CH:40][C:36]([C:37]([NH:54][C:55]2[CH:64]=[C:63]3[C:58]([CH2:59][CH2:60][C:61](=[O:66])[N:62]3[CH3:65])=[CH:57][CH:56]=2)=[O:38])=[C:35]([NH:42][C@H:43]2[CH2:48][CH2:47][CH2:46][CH2:45][C@@H:44]2[N:49]2[CH2:50][CH2:51][CH2:52][CH2:53]2)[CH:34]=1)([CH3:32])([CH3:31])[CH3:30], predict the reactants needed to synthesize it. The reactants are: CN(C([O:8]N1N=NC2C=CC=NC1=2)=[N+](C)C)C.F[P-](F)(F)(F)(F)F.ClC(Cl)C.[C:29]([C:33]1[CH:41]=[CH:40][C:36]([C:37]([OH:39])=[O:38])=[C:35]([NH:42][C@H:43]2[CH2:48][CH2:47][CH2:46][CH2:45][C@@H:44]2[N:49]2[CH2:53][CH2:52][CH2:51][CH2:50]2)[CH:34]=1)([CH3:32])([CH3:31])[CH3:30].[NH2:54][C:55]1[CH:64]=[C:63]2[C:58]([CH2:59][CH2:60][C:61](=[O:66])[N:62]2[CH3:65])=[CH:57][CH:56]=1.[OH-:67].[Na+]. (3) Given the product [CH:1]1([CH2:6][CH2:7][CH2:8][N:9]2[CH:10]=[CH:11][N:25]([C:22]3[CH:21]=[CH:20][C:19]([N+:16]([O-:18])=[O:17])=[CH:24][CH:23]=3)[C:26]2=[O:27])[CH2:2][CH2:3][CH2:4][CH2:5]1, predict the reactants needed to synthesize it. The reactants are: [CH:1]1([CH2:6][CH2:7][CH2:8][NH:9][CH2:10][CH:11](OC)OC)[CH2:5][CH2:4][CH2:3][CH2:2]1.[N+:16]([C:19]1[CH:24]=[CH:23][C:22]([N:25]=[C:26]=[O:27])=[CH:21][CH:20]=1)([O-:18])=[O:17].FC(F)(F)C(O)=O.O. (4) Given the product [Cl-:1].[Cr+3:2].[NH:26]1[C:30]2[CH:31]=[CH:32][CH:33]=[CH:34][C:29]=2[N:28]=[C:27]1[CH:35]1[NH:40][CH:39]([C:41]2[NH:42][C:43]3[CH:49]=[CH:48][CH:47]=[CH:46][C:44]=3[N:45]=2)[CH2:38][CH2:37][CH2:36]1.[Cl-:1].[Cl-:1], predict the reactants needed to synthesize it. The reactants are: [Cl-:1].[Cr+3:2].N1C2C=CC=CC=2N=C1CNCC1NC2C=CC=CC=2N=1.[Cl-].[Cl-].[NH:26]1[C:30]2[CH:31]=[CH:32][CH:33]=[CH:34][C:29]=2[N:28]=[C:27]1[C@H:35]1[NH:40][C@@H:39]([C:41]2[NH:45][C:44]3[CH:46]=[CH:47][CH:48]=[CH:49][C:43]=3[N:42]=2)[CH2:38][CH2:37][CH2:36]1.[K+].[Br-].